This data is from TCR-epitope binding with 47,182 pairs between 192 epitopes and 23,139 TCRs. The task is: Binary Classification. Given a T-cell receptor sequence (or CDR3 region) and an epitope sequence, predict whether binding occurs between them. (1) The epitope is RPHERNGFTVL. The TCR CDR3 sequence is CSAEWLGEQFF. Result: 0 (the TCR does not bind to the epitope). (2) The epitope is NLVPMVATV. The TCR CDR3 sequence is CASSVLDTQYF. Result: 1 (the TCR binds to the epitope). (3) The epitope is IVTDFSVIK. The TCR CDR3 sequence is CASSLGNQPQHF. Result: 1 (the TCR binds to the epitope). (4) The epitope is RLDKVEAEV. Result: 0 (the TCR does not bind to the epitope). The TCR CDR3 sequence is CASSQVLGVLSSYEQYF. (5) The epitope is TLVPQEHYV. Result: 1 (the TCR binds to the epitope). The TCR CDR3 sequence is CASSYSKEDTFYEQYF.